This data is from Full USPTO retrosynthesis dataset with 1.9M reactions from patents (1976-2016). The task is: Predict the reactants needed to synthesize the given product. (1) Given the product [CH3:15][C:12]1[N:11]=[C:10]([C:20]2[C:21]3[C:26](=[CH:25][CH:24]=[CH:23][CH:22]=3)[CH:17]=[N:18][CH:19]=2)[C:9]([O:8][CH2:1][C:2]2[CH:7]=[CH:6][CH:5]=[CH:4][CH:3]=2)=[CH:14][CH:13]=1, predict the reactants needed to synthesize it. The reactants are: [CH2:1]([O:8][C:9]1[C:10](I)=[N:11][C:12]([CH3:15])=[CH:13][CH:14]=1)[C:2]1[CH:7]=[CH:6][CH:5]=[CH:4][CH:3]=1.[CH:17]1[C:26]2[C:21](=[CH:22][CH:23]=[CH:24][CH:25]=2)[C:20](B(O)O)=[CH:19][N:18]=1. (2) Given the product [NH:26]1[CH:27]=[N:28][C:24]([C:21]2[CH:22]=[C:23]3[C:18](=[CH:19][CH:20]=2)[NH:17][N:16]=[C:15]3[C:11]2[CH:10]=[C:9]([NH:8][C:6]([C:5]3[O:1][N:2]=[CH:3][CH:4]=3)=[O:7])[CH:14]=[CH:13][CH:12]=2)=[N:25]1, predict the reactants needed to synthesize it. The reactants are: [O:1]1[C:5]([C:6]([NH:8][C:9]2[CH:14]=[CH:13][CH:12]=[C:11]([C:15]3[C:23]4[C:18](=[CH:19][CH:20]=[C:21]([C:24]5[N:28]=[CH:27][N:26](C(C6C=CC=CC=6)(C6C=CC=CC=6)C6C=CC=CC=6)[N:25]=5)[CH:22]=4)[N:17](C4CCCCO4)[N:16]=3)[CH:10]=2)=[O:7])=[CH:4][CH:3]=[N:2]1. (3) Given the product [CH2:56]([O:58][C:59](=[O:63])[CH2:60][CH2:61][NH:62][C:36]1[CH:41]=[CH:40][C:39]([C:42]2([C:46]([O:48][CH3:49])=[O:47])[CH2:45][CH2:44][CH2:43]2)=[CH:38][CH:37]=1)[CH3:57], predict the reactants needed to synthesize it. The reactants are: CC(C1C=C(C(C)C)C(C2C=CC=CC=2P(C2CCCCC2)C2CCCCC2)=C(C(C)C)C=1)C.Br[C:36]1[CH:41]=[CH:40][C:39]([C:42]2([C:46]([O:48][CH3:49])=[O:47])[CH2:45][CH2:44][CH2:43]2)=[CH:38][CH:37]=1.C(=O)([O-])[O-].[Cs+].[Cs+].[CH2:56]([O:58][C:59](=[O:63])[CH2:60][CH2:61][NH2:62])[CH3:57].C(N(C(C)C)CC)(C)C. (4) Given the product [CH2:1]([NH:8][CH2:39][CH2:38][C:28]1[C:29]2[C:34](=[C:33]([F:35])[CH:32]=[CH:31][C:30]=2[O:36][CH3:37])[N:26]([CH2:24][CH3:25])[CH:27]=1)[C:2]1[CH:7]=[CH:6][CH:5]=[CH:4][CH:3]=1, predict the reactants needed to synthesize it. The reactants are: [CH2:1]([NH:8]CCC1C2C(=CC=C(F)C=2OC)N(C)C=1)[C:2]1[CH:7]=[CH:6][CH:5]=[CH:4][CH:3]=1.[CH2:24]([N:26]1[C:34]2[C:29](=[C:30]([O:36][CH3:37])[CH:31]=[CH:32][C:33]=2[F:35])[C:28]([CH2:38][CH2:39]O)=[CH:27]1)[CH3:25]. (5) Given the product [NH2:19][C:15]1[CH:14]=[CH:13][N:12]=[C:11]([Cl:10])[C:16]=1[O:17][CH3:18], predict the reactants needed to synthesize it. The reactants are: NC1C=NC=C(Cl)C=1O.[Cl:10][C:11]1[C:16]([O:17][CH3:18])=[C:15]([N+:19]([O-])=O)[CH:14]=[CH:13][N:12]=1.ClC1C=NC=C([N+]([O-])=O)C=1O. (6) Given the product [C:1]([C:5]1[CH:6]=[C:7]([CH:23]=[O:24])[C:8]([OH:22])=[C:9]([C:11]2[CH:12]=[CH:13][C:14]([C:40]([F:51])([F:50])[F:39])=[CH:15][CH:16]=2)[CH:10]=1)([CH3:2])([CH3:3])[CH3:4], predict the reactants needed to synthesize it. The reactants are: [C:1]([C:5]1[CH:6]=[C:7]([CH:23]=[O:24])[C:8]([OH:22])=[C:9]([C:11]2[CH:16]=[CH:15][C:14](OC(F)(F)F)=[CH:13][CH:12]=2)[CH:10]=1)([CH3:4])([CH3:3])[CH3:2].BrC1C(O)=C(C=C(C(C)(C)C)C=1)C=O.[F:39][C:40]([F:51])([F:50])C1C=CC(B(O)O)=CC=1.